From a dataset of Full USPTO retrosynthesis dataset with 1.9M reactions from patents (1976-2016). Predict the reactants needed to synthesize the given product. Given the product [F:3][C:4]1[CH:9]=[CH:8][CH:7]=[C:6]([F:10])[C:5]=1[N:11]1[C:16]2[N:17]=[C:18]([O:47][CH:44]([CH3:46])[CH3:45])[N:19]=[C:20]([C:21]3[CH:22]=[C:23]([NH:28][C:29](=[O:38])[C:30]4[CH:35]=[CH:34][C:33]([CH3:36])=[C:32]([F:37])[CH:31]=4)[CH:24]=[CH:25][C:26]=3[CH3:27])[C:15]=2[CH2:14][NH:13][C:12]1=[O:43], predict the reactants needed to synthesize it. The reactants are: [H-].[Na+].[F:3][C:4]1[CH:9]=[CH:8][CH:7]=[C:6]([F:10])[C:5]=1[N:11]1[C:16]2[N:17]=[C:18](S(C)(=O)=O)[N:19]=[C:20]([C:21]3[CH:22]=[C:23]([NH:28][C:29](=[O:38])[C:30]4[CH:35]=[CH:34][C:33]([CH3:36])=[C:32]([F:37])[CH:31]=4)[CH:24]=[CH:25][C:26]=3[CH3:27])[C:15]=2[CH2:14][NH:13][C:12]1=[O:43].[CH:44]([OH:47])([CH3:46])[CH3:45].